Dataset: Reaction yield outcomes from USPTO patents with 853,638 reactions. Task: Predict the reaction yield, written as a fraction of the theoretical maximum amount of product (1.0 means a 100% yield; for example, 0.34 means a 34% yield). (1) The catalyst is C1COCC1.C(O)C.O. The product is [N:33]([CH2:32][CH2:31][C:26]1([C:24]([NH:23][C@@H:4]([CH2:5][C:6]2[CH:7]=[CH:8][C:9]([NH:12][C:13](=[O:22])[C:14]3[C:15]([Cl:21])=[CH:16][CH:17]=[CH:18][C:19]=3[Cl:20])=[CH:10][CH:11]=2)[C:3]([OH:36])=[O:2])=[O:25])[CH2:30][CH2:29][CH2:28][CH2:27]1)=[N+:34]=[N-:35]. The reactants are C[O:2][C:3](=[O:36])[C@@H:4]([NH:23][C:24]([C:26]1([CH2:31][CH2:32][N:33]=[N+:34]=[N-:35])[CH2:30][CH2:29][CH2:28][CH2:27]1)=[O:25])[CH2:5][C:6]1[CH:11]=[CH:10][C:9]([NH:12][C:13](=[O:22])[C:14]2[C:19]([Cl:20])=[CH:18][CH:17]=[CH:16][C:15]=2[Cl:21])=[CH:8][CH:7]=1.[OH-].[Na+]. The yield is 0.930. (2) The reactants are FC(F)(F)C(OC(=O)C(F)(F)F)=[O:4].[CH2:14]([N:21]([CH3:43])[C:22]([C:24]1[CH:37]=[N:36][C:35]2[C:26](=[CH:27][C:28]([F:42])=[C:29]3[C:34]=2[N:33]=[CH:32][C:31]([C:38](=O)[NH2:39])=[C:30]3Cl)[CH:25]=1)=[O:23])[C:15]1[CH:20]=[CH:19][CH:18]=[CH:17][CH:16]=1.Cl. The catalyst is N1C=CC=CC=1. The product is [CH2:14]([N:21]([CH3:43])[C:22]([C:24]1[CH:37]=[N:36][C:35]2[C:26](=[CH:27][C:28]([F:42])=[C:29]3[C:34]=2[N:33]=[CH:32][CH:31]([C:38]#[N:39])[C:30]3=[O:4])[CH:25]=1)=[O:23])[C:15]1[CH:16]=[CH:17][CH:18]=[CH:19][CH:20]=1. The yield is 0.240. (3) The reactants are C(O[C:4](=[O:21])[CH2:5][C:6]([CH:8]1[CH2:13][CH2:12][N:11]([C:14]([O:16][C:17]([CH3:20])([CH3:19])[CH3:18])=[O:15])[CH2:10][CH2:9]1)=O)C.[CH3:22][C:23]1[CH:28]=[CH:27][N:26]=[C:25]2[NH:29][N:30]=[C:31]([NH2:32])[C:24]=12.P([O-])([O-])([O-])=O.[K+].[K+].[K+]. The catalyst is COCC(O)C.O.Cl. The product is [CH3:22][C:23]1[C:24]2[C:25](=[N:29][N:30]3[C:6]([CH:8]4[CH2:9][CH2:10][N:11]([C:14]([O:16][C:17]([CH3:18])([CH3:19])[CH3:20])=[O:15])[CH2:12][CH2:13]4)=[CH:5][C:4](=[O:21])[NH:32][C:31]3=2)[N:26]=[CH:27][CH:28]=1. The yield is 0.0700. (4) The reactants are [OH:1][CH:2]1[CH2:7][CH2:6][O:5][CH2:4][CH2:3]1.C(N(CC)CC)C.[CH3:15][S:16](Cl)(=[O:18])=[O:17].O. The catalyst is ClCCl. The product is [O:5]1[CH2:6][CH2:7][CH:2]([O:1][S:16]([CH3:15])(=[O:18])=[O:17])[CH2:3][CH2:4]1. The yield is 1.00. (5) The reactants are [CH2:1]([C:3]1([CH2:7][O:8][C:9]2[CH:14]=[CH:13][C:12]([N+:15]([O-])=O)=[CH:11][CH:10]=2)[CH2:6][O:5][CH2:4]1)[CH3:2].C1COCC1.CCO.[Cl-].[NH4+]. The catalyst is [Fe].O. The product is [CH2:1]([C:3]1([CH2:7][O:8][C:9]2[CH:10]=[CH:11][C:12]([NH2:15])=[CH:13][CH:14]=2)[CH2:4][O:5][CH2:6]1)[CH3:2]. The yield is 0.980.